From a dataset of hERG potassium channel inhibition data for cardiac toxicity prediction from Karim et al.. Regression/Classification. Given a drug SMILES string, predict its toxicity properties. Task type varies by dataset: regression for continuous values (e.g., LD50, hERG inhibition percentage) or binary classification for toxic/non-toxic outcomes (e.g., AMES mutagenicity, cardiotoxicity, hepatotoxicity). Dataset: herg_karim. (1) The drug is N[C@@H](CC(=O)N1CCC2CCCC21)Cc1cc(F)c(F)cc1F. The result is 0 (non-blocker). (2) The molecule is FC(F)(F)c1cc(Cl)cc(COCC2(c3ccccc3)CCNCC2)n1. The result is 0 (non-blocker). (3) The molecule is CCc1c(O)cc(O)c(C(=O)c2ccc(OCCN3CCOCC3)c(OC)c2)c1CC(=O)N(CCOC)CCOC. The result is 0 (non-blocker). (4) The compound is CC(C)CN1[C@H](C)Cc2cc(O)ccc2[C@H]1c1ccc(/C=C/C(=O)O)cc1. The result is 0 (non-blocker). (5) The drug is CN(C)C(=O)CC(NC(=O)C1(N)CCN(c2ncnc3[nH]ccc23)CC1)c1ccc(Cl)cc1. The result is 0 (non-blocker).